From a dataset of Catalyst prediction with 721,799 reactions and 888 catalyst types from USPTO. Predict which catalyst facilitates the given reaction. (1) Reactant: [C:1](#[N:3])[CH3:2].C([N-]C(C)C)(C)C.[Li+].[Br:12][C:13]1[CH:14]=[C:15]([CH:18]=[CH:19][CH:20]=1)[CH:16]=[O:17]. Product: [Br:12][C:13]1[CH:14]=[C:15]([CH:16]([OH:17])[CH2:2][C:1]#[N:3])[CH:18]=[CH:19][CH:20]=1. The catalyst class is: 1. (2) Reactant: [CH2:1]([N:8]1[C:17]2[C:12](=[CH:13][CH:14]=[C:15]([OH:18])[CH:16]=2)[CH2:11][CH2:10][CH2:9]1)[C:2]1[CH:7]=[CH:6][CH:5]=[CH:4][CH:3]=1.C(N(CC)CC)C.[CH2:26]([N:33]=[C:34]=[O:35])[CH2:27][CH2:28][CH2:29][CH2:30][CH2:31][CH3:32]. Product: [CH2:26]([NH:33][C:34](=[O:35])[O:18][C:15]1[CH:16]=[C:17]2[C:12]([CH2:11][CH2:10][CH2:9][N:8]2[CH2:1][C:2]2[CH:3]=[CH:4][CH:5]=[CH:6][CH:7]=2)=[CH:13][CH:14]=1)[CH2:27][CH2:28][CH2:29][CH2:30][CH2:31][CH3:32]. The catalyst class is: 7. (3) Reactant: [Cl:1][C:2]1[C:7]2[CH:8]=[C:9]([S:11]([NH:14][C:15]3[CH:20]=[CH:19][C:18]([CH3:21])=[CH:17][CH:16]=3)(=[O:13])=[O:12])[S:10][C:6]=2[CH:5]=[CH:4][N:3]=1.[H-].[Na+].[NH:24]1[CH2:28][CH2:27][CH:26]([OH:29])[CH2:25]1. Product: [ClH:1].[CH3:21][C:18]1[CH:19]=[CH:20][C:15]([NH:14][S:11]([C:9]2[S:10][C:6]3[CH:5]=[CH:4][N:3]=[C:2]([O:29][CH:26]4[CH2:27][CH2:28][NH:24][CH2:25]4)[C:7]=3[CH:8]=2)(=[O:13])=[O:12])=[CH:16][CH:17]=1. The catalyst class is: 3.